Task: Regression. Given a peptide amino acid sequence and an MHC pseudo amino acid sequence, predict their binding affinity value. This is MHC class II binding data.. Dataset: Peptide-MHC class II binding affinity with 134,281 pairs from IEDB (1) The peptide sequence is MAKLLGRDPEQSQEAL. The MHC is DRB5_0101 with pseudo-sequence DRB5_0101. The binding affinity (normalized) is 0.155. (2) The peptide sequence is QLGELYYAIHKASPV. The MHC is HLA-DPA10201-DPB10501 with pseudo-sequence HLA-DPA10201-DPB10501. The binding affinity (normalized) is 0.415.